From a dataset of Full USPTO retrosynthesis dataset with 1.9M reactions from patents (1976-2016). Predict the reactants needed to synthesize the given product. (1) Given the product [Si:1]([O:18][CH2:19][C@@H:20]([N:23]1[C@H:28]([C:29]2[CH:34]=[CH:33][C:32]([Cl:35])=[CH:31][N:30]=2)[C@@H:27]([C:36]2[CH:41]=[CH:40][CH:39]=[C:38]([Cl:42])[CH:37]=2)[CH2:26][CH:25]([CH3:44])[C:24]1=[O:43])[CH2:21][CH3:22])([C:14]([CH3:17])([CH3:16])[CH3:15])([C:8]1[CH:13]=[CH:12][CH:11]=[CH:10][CH:9]=1)[C:2]1[CH:7]=[CH:6][CH:5]=[CH:4][CH:3]=1, predict the reactants needed to synthesize it. The reactants are: [Si:1]([O:18][CH2:19][C@@H:20]([N:23]1[C@H:28]([C:29]2[CH:34]=[CH:33][C:32]([Cl:35])=[CH:31][N:30]=2)[C@@H:27]([C:36]2[CH:41]=[CH:40][CH:39]=[C:38]([Cl:42])[CH:37]=2)[CH2:26][CH2:25][C:24]1=[O:43])[CH2:21][CH3:22])([C:14]([CH3:17])([CH3:16])[CH3:15])([C:8]1[CH:13]=[CH:12][CH:11]=[CH:10][CH:9]=1)[C:2]1[CH:7]=[CH:6][CH:5]=[CH:4][CH:3]=1.[CH3:44]I. (2) The reactants are: C[O:2][C:3]1[CH:4]=[C:5]([C:9]23[CH2:18][C:17]4[CH:19]=[CH:20][CH:21]=[CH:22][C:16]=4[CH2:15][C:14]2([CH3:23])[CH2:13][N:12](C)[CH2:11][CH2:10]3)[CH:6]=[CH:7][CH:8]=1.CN([P+](ON1N=NC2C=CC=CC1=2)(N(C)C)N(C)C)C.F[P-](F)(F)(F)(F)F.[CH2:52]([C:54]1[CH:64]=[CH:63][CH:62]=[CH:61][C:55]=1N(CC)CC)[CH3:53].C1(CC(O)=O)C=CC=CC=1.CSC.B.Cl. Given the product [OH:2][C:3]1[CH:4]=[C:5]([C:9]23[CH2:18][C:17]4[CH:19]=[CH:20][CH:21]=[CH:22][C:16]=4[CH2:15][C:14]2([CH3:23])[CH2:13][N:12]([CH2:53][CH2:52][C:54]2[CH:55]=[CH:61][CH:62]=[CH:63][CH:64]=2)[CH2:11][CH2:10]3)[CH:6]=[CH:7][CH:8]=1, predict the reactants needed to synthesize it. (3) Given the product [Br:21][C:22]1[CH:23]=[N:24][C:25]([N:6]2[CH2:7][CH2:8][C:3]([F:2])([C:9]([O:11][CH2:12][CH3:13])=[O:10])[CH2:4][CH2:5]2)=[N:26][CH:27]=1, predict the reactants needed to synthesize it. The reactants are: Cl.[F:2][C:3]1([C:9]([OH:11])=[O:10])[CH2:8][CH2:7][NH:6][CH2:5][CH2:4]1.[CH3:12][CH2:13]N(C(C)C)C(C)C.[Br:21][C:22]1[CH:23]=[N:24][C:25](Cl)=[N:26][CH:27]=1.CCCCCC. (4) Given the product [NH2:16][C:17]1[CH:22]=[C:21]([Cl:23])[CH:20]=[CH:19][C:18]=1[S:24][CH2:2][C:3]1[NH:4][C:5]([NH:8][C:9](=[O:15])[O:10][C:11]([CH3:14])([CH3:13])[CH3:12])=[N:6][N:7]=1, predict the reactants needed to synthesize it. The reactants are: O[CH2:2][C:3]1[NH:4][C:5]([NH:8][C:9](=[O:15])[O:10][C:11]([CH3:14])([CH3:13])[CH3:12])=[N:6][N:7]=1.[NH2:16][C:17]1[CH:22]=[C:21]([Cl:23])[CH:20]=[CH:19][C:18]=1[SH:24].C1C=CC(P(C2C=CC=CC=2)C2C=CC=CC=2)=CC=1.CC(OC(/N=N/C(OC(C)(C)C)=O)=O)(C)C.